From a dataset of Experimentally validated miRNA-target interactions with 360,000+ pairs, plus equal number of negative samples. Binary Classification. Given a miRNA mature sequence and a target amino acid sequence, predict their likelihood of interaction. (1) The miRNA is hsa-miR-4728-5p with sequence UGGGAGGGGAGAGGCAGCAAGCA. The protein sequence of the target gene is MELKKSPDGGWGWVIVFVSFLTQFLCYGSPLAVGVLYIEWLDAFGEGKGKTAWVGSLASGVGLLASPVCSLCVSSFGARPVTIFSGFMVAGGLMLSSFAPNIYFLFFSYGIVVGLGCGLLYTATVTITCQYFDDRRGLALGLISTGSSVGLFIYAALQRMLVEFYGLDGCLLIVGALALNILACGSLMRPLQSSDCPLPKKIAPEDLPDKYSIYNEKGKNLEENINILDKSYSSEEKCRITLANGDWKQDSLLHKNPTVTHTKEPETYKKKVAEQTYFCKQLAKRKWQLYKNYCGETVAL.... Result: 0 (no interaction). (2) The miRNA is mmu-miR-190a-5p with sequence UGAUAUGUUUGAUAUAUUAGGU. The protein sequence of the target gene is MVGFGANRRAGRLPSFVLVVLLVVIVVLAFNYWSISSRHVLLQEEVAELQGQVQRTEVARGRLEKRNSDLLLLVDTHKKQIDQKEADYGRLSSRLQAKEGLGKRCEDDKVKLQNNISYQMADIHHLKEQLAELRQEFLRQEDQLQDYRKNNTYLVKRLEYESFQCGQQIKELRAQHEENIKKLADQFLQEQKETHKIQSNDGKELGRNDHGAPKNIPNVPENDANKNEDPSSNHLPHGKEQLKRVGDAGMPGVEENDLAKVDELPAALKKPPVLASQHESHQTISHLPTGQPLSPNMAPG.... Result: 1 (interaction). (3) The miRNA is hsa-miR-4423-5p with sequence AGUUGCCUUUUUGUUCCCAUGC. The protein sequence of the target gene is MKRPKLKKASKRMTCHKRYKIQKKVREHHRKLRKEAKKRGHKKPRKDPGVPNSAPFKEALLREAELRKQRLEELKQQQKLDRQKELEKKRKLETNPDIKPSNVEPMEKEFGLCKTENKAKSGKQNSKKLYCQELKKVIEASDVVLEVLDARDPLGCRCPQVEEAIVQSGQKKLVLILNKSDLVPKENLESWLNYLKKELPTVVFRASTKPKDKGKITKRVKAKKNAAPFRSEVCFGKEGLWKLLGGFQETCSKAIRVGVIGFPNVGKSSIINSLKQEQMCNVGVSMGLTRSMQVVPLDKQ.... Result: 1 (interaction). (4) The miRNA is hsa-miR-34b-5p with sequence UAGGCAGUGUCAUUAGCUGAUUG. The protein sequence of the target gene is MPKAKSAASSRRRDRQEQRRELKRAGGLMFNTGIGQHILKNPLIVNSIIDKAALRPTDVVLEVGPGTGNMTVKLLEKAKKVVACELDPRLVAELHKRVQGTPLASKLQVLVGDVLKSDLPFFDACVANLPYQISSPFVFKLLLHRPFFRCAILMFQREFALRLVAKPGDKLYCRLSINTQLLARVDHLMKVGKNNFRPPPKVESSVVRIEPKNPPPPINFQEWDGLVRITFVRKNKTLSAAFKSSAVQQLLEKNYRIHCSVQNTVIPEDFSIADKIQQILTSTGFSDKRARSMDIDDFIR.... Result: 0 (no interaction). (5) The miRNA is hsa-miR-500b-5p with sequence AAUCCUUGCUACCUGGGU. The protein sequence of the target gene is MPMTLGYWNIRGLAHSIRLLLEYTDSSYEEKKYTMGDAPDYDRSQWLNEKFKLGLDFPNLPYLIDGTHKITQSNAILRYIARKHNLCGESEKEQIREDILENQFMDSRMQLAKLCYDPDFEKLKPEYLQALPEMLKLYSQFLGKQPWFLGDKITFVDFIAYDVLERNQVFEPSCLDAFPNLKDFISRFEGLEKISAYMKSSRFLPRPVFTKMAVWGNK. Result: 0 (no interaction). (6) The miRNA is mmu-miR-582-5p with sequence AUACAGUUGUUCAACCAGUUAC. The protein sequence of the target gene is MSDVSTSVQSKFARLAKKKENITYMKREQLTETDKDIAPVLDLKCKDVSAIMNKFKVLMEIQDLMFEEMRETLKNDLKAVLGGKATIPEVKNSENSSSRTEFQQIINLALQKTGMVGKIEGENSKIGDDNENLTFKLEVNELSGKLDNTNEYNSNDGKKLPQGESRSYEVMGSMEETLCNIDDRDGNRNVHLEFTERESRKDGEDEFVKEMREERKFQKLKNKEEVLKASREEKVLMDEGAVLTLVADLSSATLDISKQWSNVFNILRENDFEPKFLCEVKLAFKCDGEIKTFSDLQSLR.... Result: 0 (no interaction). (7) The miRNA is hsa-miR-6716-5p with sequence UGGGAAUGGGGGUAAGGGCC. The protein sequence of the target gene is MAARDSDSEEDLVSYGTGLEPLEEGERPKKPIPLQDQTVRDEKGRYKRFHGAFSGGFSAGYFNTVGSKEGWTPSTFVSSRQNRADKSVLGPEDFMDEEDLSEFGIAPKAIVTTDDFASKTKDRIREKARQLAAATAPIPGATLLDDLITPAKLSVGFELLRKMGWKEGQGVGPRVKRRPRRQKPDPGVKIYGCALPPGSSEGSEGEDDDYLPDNVTFAPKDVTPVDFTPKDNVHGLAYKGLDPHQALFGTSGEHFNLFSGGSERAGDLGEIGLNKGRKLGISGQAFGVGALEEEDDDIYA.... Result: 0 (no interaction). (8) The miRNA is mmu-miR-297b-5p with sequence AUGUAUGUGUGCAUGAACAUGU. Result: 1 (interaction). The protein sequence of the target gene is MTEEEDYMSDSFINVQEDVRPGVPMLRQIREARRKEEKQQQANLRNRQKSVKEEERERRDIGLKNALGCENKGFALLQKMGYKSGQALGKSGDGIVEPIPLNVKTGKSGIGHESSLKRKAEERLENYRRKIHMKNQNEAKAAEEFRMRLKSKQDEMRLEGDLRRSQRACQQLDAQKNIQVPREAWYWLRPEEETEEEEEEEEKEEQDEDECPSEDLSVLEKLQILTGYLREEHLYCIWCGTAYEDKEDLSSNCPGPTSADHD.